Task: Binary Classification. Given a miRNA mature sequence and a target amino acid sequence, predict their likelihood of interaction.. Dataset: Experimentally validated miRNA-target interactions with 360,000+ pairs, plus equal number of negative samples (1) The miRNA is hsa-miR-6884-3p with sequence CCCAUCACCUUUCCGUCUCCCCU. The protein sequence of the target gene is MAVAGSWQPPRPCEVYRAEWELCRSVGHVLHHYYVHGKRPDCRQWLRDLTNCREWEESRSAEAQRSLCESEQVRVQAAQKHTLVWALRQRPPTDWNLPLPQEKDK. Result: 0 (no interaction). (2) The protein sequence of the target gene is MGKAAAPSRGGGCGGRSRGLSSLFTVVPCLSCHTAAPGMSASTSGSGPEPKPQPQPVPEPERGPLSEQVSEAVSEAVPRSEPVSETTSEPEPGAGQPSELLQGSRPGSESSSGVGAGPFTKAASEPLSRAVGSATFLRPESGSLPALKPLPLLRPGQAKTPLGVPMSGTGTTSSAPLALLPLDSFEGWLLKWTNYLKGYQRRWFVLGNGLLSYYRNQGEMAHTCRGTINLSTAHIDTEDSCGILLTSGARSYHLKASSEVDRQQWITALELAKAKAVRVMNTHSDDSGDDDEATTPADKS.... The miRNA is cel-miR-1821-3p with sequence UGAGGUCUUAUAGUUAGGUAGA. Result: 0 (no interaction). (3) The miRNA is hsa-miR-4768-5p with sequence AUUCUCUCUGGAUCCCAUGGAU. The protein sequence of the target gene is MVSGLRLASRSGEEGWLKPAVARLGPPRHRLRNLRTESPWRSRGSVLFCSGPGRAGRAAEPLHPVCTCGRHFRRPEPCREPLASPIQDSVAFEDVAVNFTQEEWALLDSSQKNLYREVMQETCRNLASVGSQWKDQNIEDHFEKPGKDIRNHIVQRLCESKEDGQYGEVVSQIPNLDLNENISTGLKPCECSICGKVFVRHSLLNRHILAHSGYKPYGEKQYKCEQCGKFFVSVPGVRRHMIMHSGNPAYKCTICGKAFYFLNSVERHQRTHTGEKPYKCKQCGKAFTVSGSCLIHERTH.... Result: 1 (interaction). (4) The protein sequence of the target gene is MGGAVSAGEDNDELIDNLKEAQYIRTELVEQAFRAIDRADYYLEEFKENAYKDLAWKHGNIHLSAPCIYSEVMEALDLQPGLSFLNLGSGTGYLSSMVGLILGPFGVNHGVELHSDVIEYAKQKLDFFIRTSDSFDKFDFCEPSFVTGNCLEISPDCSQYDRVYCGAGVQKEHEEYMKNLLKVGGILVMPLEEKLTKITRTGPSAWETKKILAVSFAPLIQPCHSESGKSRLVQLPPVAVRSLQDLARIAIRGTIKKIIHQETVSKNGNGLKNTPRFKRRRVRRRRMETIVFLDKEVFAS.... The miRNA is hsa-miR-6506-3p with sequence UCGUAUCAGAGAUUCCAGACAC. Result: 1 (interaction). (5) The miRNA is hsa-miR-3663-3p with sequence UGAGCACCACACAGGCCGGGCGC. The protein sequence of the target gene is MEIRGALDLRKRQVLIFLVLLGLSRAGTESAHYSVAEETEIGSFVANLARDLGLGVEELSSREARVVSDDNKKYLHLDLLTGNLLLNEKLDRDELCGSTEPCVLHFQVVLENPLQFFRFELCVKDINDHSPTFLDKEILIKISEGTTVGATFLMESAQDLDVGSNSLQNYTISPNSHFYIKIPDSSDRKIYPELVLDRALDYEQEAELRLTLTAVDGGSPPKSGTTLVLIKVLDINDNAPEFPQSLYEVQVPEDRPLGSWIATISAKDLDAGNYGKISYTFFHASEDIRKTFEINPISGE.... Result: 0 (no interaction). (6) The miRNA is rno-miR-543-5p with sequence AAGUUGCCCGCGUGUUUUUCG. The protein sequence of the target gene is MNFLPNGICFYLSVAICWFSSRVDASWWYMGTLGSQVMCDNIPGLINKQRQLCRQHPKVMQAIGAGIKNWIGECQHQFRTHRWNCNTMAREHNLFGRLLHRSSREAAFVYAISSAGMVYTLTRACSQGELENCSCDPGKKGSSRDAKGAFDWGGCSDHVDHAIKFTQVFIDAKERKERDARALMNLHNNRAGRKAVKRFMNLECKCHGVSGSCNVRTCWLAMADFRQTGDYLRKKYNNAIQVVMNQYGTGFTSAYRMLKRPNKNDLVYFEDSPDYCIWDHESGSVGTGGRVCNRTSRGTD.... Result: 0 (no interaction). (7) The miRNA is hsa-miR-4305 with sequence CCUAGACACCUCCAGUUC. The protein sequence of the target gene is MQGGNSGVRKREEEGDGAGAVAAPPAIDFPAEGPDPEYDESDVPAEIQVLKEPLQQPTFPFAVANQLLLVSLLEHLSHVHEPNPLRSRQVFKLLCQTFIKMGLLSSFTCSDEFSSLRLHHNRAITHLMRSAKERVRQDPCEDISRIQKIRSREVALEAQTSRYLNEFEELAILGKGGYGRVYKVRNKLDGQYYAIKKILIKGATKTVCMKVLREVKVLAGLQHPNIVGYHTAWIEHVHVIQPRADRAAIELPSLEVLSDQEEDREQCGVKNDESSSSSIIFAEPTPEKEKRFGESDTENQ.... Result: 0 (no interaction).